This data is from Full USPTO retrosynthesis dataset with 1.9M reactions from patents (1976-2016). The task is: Predict the reactants needed to synthesize the given product. (1) Given the product [Br:10][C:7]1[CH:8]=[CH:9][C:4]([C:2]2[N:14]([CH3:16])[N:22]=[CH:21][CH:1]=2)=[CH:5][CH:6]=1, predict the reactants needed to synthesize it. The reactants are: [CH3:1][C:2]([C:4]1[CH:9]=[CH:8][C:7]([Br:10])=[CH:6][CH:5]=1)=O.COC(OC)[N:14]([CH3:16])C.CO.[CH3:21][NH:22]N. (2) Given the product [C:18]1([C@@:24]23[O:25][C@@:26]([C:33]4[CH:34]=[CH:35][CH:36]=[CH:37][CH:38]=4)([C@@H:9]([CH:10]=[O:17])[C@@H:2]2[CH3:3])[C:27]2[CH:28]=[CH:29][CH:30]=[CH:31][C:32]3=2)[CH:23]=[CH:22][CH:21]=[CH:20][CH:19]=1, predict the reactants needed to synthesize it. The reactants are: Cl.[CH2:2]([C@@H:9]1NC(C)(C)N(C)[C:10]1=[O:17])[C:3]1C=CC=CC=1.[C:18]1([C:24]2[O:25][C:26]([C:33]3[CH:38]=[CH:37][CH:36]=[CH:35][CH:34]=3)=[C:27]3[C:32]=2[CH:31]=[CH:30][CH:29]=[CH:28]3)[CH:23]=[CH:22][CH:21]=[CH:20][CH:19]=1.CO.C(=O)/C=C/C. (3) The reactants are: [Cl:1][C:2]1[CH:3]=[CH:4][C:5]([N:31]2[CH:35]=[N:34][N:33]=[N:32]2)=[C:6]([C:8]2[CH:16]=[C:15]3[N:11]([C@H:12]([C:17]4[NH:18][C:19]([C:22]5[CH:23]=[C:24]([C:27]([NH2:29])=O)[S:25][CH:26]=5)=[CH:20][N:21]=4)[CH2:13][CH2:14]3)[C:10](=[O:30])[CH:9]=2)[CH:7]=1.CS(Cl)(=O)=O. Given the product [Cl:1][C:2]1[CH:3]=[CH:4][C:5]([N:31]2[CH:35]=[N:34][N:33]=[N:32]2)=[C:6]([C:8]2[CH:16]=[C:15]3[N:11]([C@H:12]([C:17]4[NH:18][C:19]([C:22]5[CH:23]=[C:24]([C:27]#[N:29])[S:25][CH:26]=5)=[CH:20][N:21]=4)[CH2:13][CH2:14]3)[C:10](=[O:30])[CH:9]=2)[CH:7]=1, predict the reactants needed to synthesize it. (4) Given the product [C:43]([O:47][C:48](=[O:50])[CH2:49][C:61]1[C:52]([Cl:51])=[CH:53][CH:54]=[C:55]2[C:60]=1[N:59]=[C:58]([CH3:70])[CH:57]=[CH:56]2)([CH3:46])([CH3:45])[CH3:44], predict the reactants needed to synthesize it. The reactants are: C([Li])CCC.C[Si](C)(C)[N-][Si](C)(C)C.C1(P(C2CCCCC2)C2C=CC=CC=2C2C=CC=CC=2N(C)C)CCCCC1.[C:43]([O:47][C:48](=[O:50])[CH3:49])([CH3:46])([CH3:45])[CH3:44].[Cl:51][C:52]1[C:61](OS(C(F)(F)F)(=O)=O)=[C:60]2[C:55]([CH:56]=[CH:57][C:58]([CH3:70])=[N:59]2)=[CH:54][CH:53]=1. (5) Given the product [C:1]([O:4][C@@H:5]1[C@@H:10]([O:11][C:12](=[O:14])[CH3:13])[C@H:9]([O:15][C:16](=[O:18])[CH3:17])[C@@H:8]([CH2:19][O:20][C:21](=[O:23])[CH3:22])[O:7][C@H:6]1[O:24][C:25]1[C:29]([CH2:30][C:31]2[CH:36]=[CH:35][C:34]([O:37][CH2:38][CH2:39][CH2:40][NH2:41])=[CH:33][CH:32]=2)=[C:28]([CH:44]([CH3:46])[CH3:45])[NH:27][N:26]=1)(=[O:3])[CH3:2], predict the reactants needed to synthesize it. The reactants are: [C:1]([O:4][C@@H:5]1[C@@H:10]([O:11][C:12](=[O:14])[CH3:13])[C@H:9]([O:15][C:16](=[O:18])[CH3:17])[C@@H:8]([CH2:19][O:20][C:21](=[O:23])[CH3:22])[O:7][C@H:6]1[O:24][C:25]1[C:29]([CH2:30][C:31]2[CH:36]=[CH:35][C:34]([O:37][CH2:38][CH2:39][CH2:40][N:41]=[N+]=[N-])=[CH:33][CH:32]=2)=[C:28]([CH:44]([CH3:46])[CH3:45])[NH:27][N:26]=1)(=[O:3])[CH3:2]. (6) Given the product [F:46][C:45]1[CH:44]=[CH:43][C:34]([CH2:35][NH:36][C:37](=[O:42])[C:38]([F:41])([F:40])[F:39])=[CH:33][C:32]=1[CH:29]1[CH2:28][CH2:27][N:26]([C:24]([C:13]2[C:12]3[C:16](=[CH:17][CH:18]=[CH:19][C:11]=3[NH:10][C:1](=[O:9])[C:2]3[CH:3]=[CH:4][N:5]=[CH:6][CH:7]=3)[N:15]([CH2:20][CH2:21][O:22][CH3:23])[CH:14]=2)=[O:25])[CH2:31][CH2:30]1, predict the reactants needed to synthesize it. The reactants are: [C:1]([OH:9])(=O)[C:2]1[CH:7]=[CH:6][N:5]=[CH:4][CH:3]=1.[NH2:10][C:11]1[CH:19]=[CH:18][CH:17]=[C:16]2[C:12]=1[C:13]([C:24]([N:26]1[CH2:31][CH2:30][CH:29]([C:32]3[CH:33]=[C:34]([CH:43]=[CH:44][C:45]=3[F:46])[CH2:35][NH:36][C:37](=[O:42])[C:38]([F:41])([F:40])[F:39])[CH2:28][CH2:27]1)=[O:25])=[CH:14][N:15]2[CH2:20][CH2:21][O:22][CH3:23]. (7) Given the product [CH2:31]([C:19]1[C:20]([NH:25][CH:26]([CH2:29][CH3:30])[CH2:27][CH3:28])=[N:21][C:22]([CH2:23][CH3:24])=[C:17]([C:16]2[CH:7]=[CH:8][C:9]3[CH2:10][CH2:11][CH2:12][CH2:13][C:14]=3[CH:15]=2)[N:18]=1)[CH3:32], predict the reactants needed to synthesize it. The reactants are: FC(F)(F)S(O[C:7]1[C:16]([C:17]2[C:22]([CH2:23][CH3:24])=[N:21][C:20]([NH:25][CH:26]([CH2:29][CH3:30])[CH2:27][CH3:28])=[C:19]([CH2:31][CH3:32])[N:18]=2)=[CH:15][C:14]2[CH2:13][CH2:12][CH2:11][CH2:10][C:9]=2[CH:8]=1)(=O)=O.CN(C=O)C.C([SiH](CC)CC)C.